From a dataset of Forward reaction prediction with 1.9M reactions from USPTO patents (1976-2016). Predict the product of the given reaction. (1) The product is: [NH2:39][CH:36]1[CH2:37][CH2:38][N:33]([C:9]2[CH:14]=[C:13]([N:15]3[CH:24]([CH3:25])[CH2:23][C:22]4[C:17](=[CH:18][C:19]([C:26]5[CH:27]=[N:28][N:29]([CH3:31])[CH:30]=5)=[CH:20][CH:21]=4)[CH2:16]3)[N:12]=[C:11]([NH2:32])[N:10]=2)[CH2:34][CH2:35]1. Given the reactants C(O)(C(F)(F)F)=O.Cl[C:9]1[CH:14]=[C:13]([N:15]2[CH:24]([CH3:25])[CH2:23][C:22]3[C:17](=[CH:18][C:19]([C:26]4[CH:27]=[N:28][N:29]([CH3:31])[CH:30]=4)=[CH:20][CH:21]=3)[CH2:16]2)[N:12]=[C:11]([NH2:32])[N:10]=1.[NH:33]1[CH2:38][CH2:37][CH:36]([NH:39]C(=O)OC(C)(C)C)[CH2:35][CH2:34]1, predict the reaction product. (2) Given the reactants [CH2:1]([N:8]1[C:12]2[CH:13]=[CH:14][C:15]3[N:16]([C:17]([CH3:20])=[N:18][N:19]=3)[C:11]=2[CH:10]=[C:9]1[C:21]([OH:23])=O)[C:2]1[CH:7]=[CH:6][CH:5]=[CH:4][CH:3]=1.C(N(CC)C(C)C)(C)C.F[P-](F)(F)(F)(F)F.C[N+](C)=C(N(C)C)ON1C2N=CC=CC=2N=N1.Cl.[NH:58]1[CH2:61][CH:60]([C:62]#[N:63])[CH2:59]1, predict the reaction product. The product is: [CH2:1]([N:8]1[C:12]2[CH:13]=[CH:14][C:15]3[N:16]([C:17]([CH3:20])=[N:18][N:19]=3)[C:11]=2[CH:10]=[C:9]1[C:21]([N:58]1[CH2:61][CH:60]([C:62]#[N:63])[CH2:59]1)=[O:23])[C:2]1[CH:7]=[CH:6][CH:5]=[CH:4][CH:3]=1. (3) Given the reactants Br[C:2]1[C:7]([O:8][CH2:9][C:10]2([CH2:14][O:15][CH3:16])[CH2:13][O:12][CH2:11]2)=[C:6]([O:17][CH3:18])[C:5]([O:19][CH:20]([F:22])[F:21])=[CH:4][CH:3]=1.C(=O)([O-])[O-].[Cs+].[Cs+].CC1(C)C(C)(C)OB([C:37]2[CH:38]=[C:39]3[C:43](=[CH:44][CH:45]=2)[C:42](=[O:46])[NH:41][CH2:40]3)O1, predict the reaction product. The product is: [F:21][CH:20]([F:22])[O:19][C:5]1[CH:4]=[CH:3][C:2]([C:37]2[CH:38]=[C:39]3[C:43](=[CH:44][CH:45]=2)[C:42](=[O:46])[NH:41][CH2:40]3)=[C:7]([O:8][CH2:9][C:10]2([CH2:14][O:15][CH3:16])[CH2:13][O:12][CH2:11]2)[C:6]=1[O:17][CH3:18]. (4) Given the reactants Cl.[F:2][C:3]1[CH:8]=[CH:7][C:6]([NH:9][NH2:10])=[CH:5][CH:4]=1.CN(C)[CH:13]=[C:14]([C:20]([C:22]1[CH:32]=[CH:31][C:25]2[O:26][CH2:27][C:28](=[O:30])[NH:29][C:24]=2[CH:23]=1)=O)[C:15]([O:17][CH2:18][CH3:19])=[O:16], predict the reaction product. The product is: [F:2][C:3]1[CH:8]=[CH:7][C:6]([N:9]2[C:20]([C:22]3[CH:32]=[CH:31][C:25]4[O:26][CH2:27][C:28](=[O:30])[NH:29][C:24]=4[CH:23]=3)=[C:14]([C:15]([O:17][CH2:18][CH3:19])=[O:16])[CH:13]=[N:10]2)=[CH:5][CH:4]=1. (5) Given the reactants [CH2:1]1[O:5][C:4]2[CH:6]=[C:7]([OH:10])[CH:8]=[CH:9][C:3]=2[O:2]1.Cl[C:12]1[CH:13]=[CH:14][C:15]([N+:27]([O-:29])=[O:28])=[C:16]([CH2:18][NH:19][C:20](=[O:26])[O:21][C:22]([CH3:25])([CH3:24])[CH3:23])[CH:17]=1.[H-].[Na+], predict the reaction product. The product is: [O:2]1[C:3]2[CH:9]=[CH:8][C:7]([O:10][C:12]3[CH:13]=[CH:14][C:15]([N+:27]([O-:29])=[O:28])=[C:16]([CH2:18][NH:19][C:20](=[O:26])[O:21][C:22]([CH3:25])([CH3:23])[CH3:24])[CH:17]=3)=[CH:6][C:4]=2[O:5][CH2:1]1. (6) The product is: [CH:1]([O:4][CH2:5][CH2:6][NH:7][C:22]([C:21]1[CH:25]=[CH:26][N:27]=[CH:28][C:20]=1[NH:19][C:17]([C:15]1[C:14]([NH:29][C:30]2[CH:35]=[N:34][CH:33]=[N:32][CH:31]=2)=[N:13][CH:12]=[C:11]([CH:8]2[CH2:10][CH2:9]2)[N:16]=1)=[O:18])=[O:23])([CH3:3])[CH3:2]. Given the reactants [CH:1]([O:4][CH2:5][CH2:6][NH2:7])([CH3:3])[CH3:2].[CH:8]1([C:11]2[N:16]=[C:15]([C:17]([NH:19][C:20]3[CH:28]=[N:27][CH:26]=[CH:25][C:21]=3[C:22](O)=[O:23])=[O:18])[C:14]([NH:29][C:30]3[CH:31]=[N:32][CH:33]=[N:34][CH:35]=3)=[N:13][CH:12]=2)[CH2:10][CH2:9]1.CN1CCOCC1.CN(C(ON1N=NC2C=CC=NC1=2)=[N+](C)C)C.F[P-](F)(F)(F)(F)F, predict the reaction product.